This data is from Peptide-MHC class II binding affinity with 134,281 pairs from IEDB. The task is: Regression. Given a peptide amino acid sequence and an MHC pseudo amino acid sequence, predict their binding affinity value. This is MHC class II binding data. (1) The peptide sequence is PASWKNNRIWLQFAK. The MHC is DRB1_0101 with pseudo-sequence DRB1_0101. The binding affinity (normalized) is 0.285. (2) The binding affinity (normalized) is 0. The MHC is HLA-DQA10501-DQB10402 with pseudo-sequence HLA-DQA10501-DQB10402. The peptide sequence is SLDISLETVAIDRPA. (3) The peptide sequence is EEDKEIIPIQEEEY. The MHC is HLA-DPA10201-DPB10101 with pseudo-sequence HLA-DPA10201-DPB10101. The binding affinity (normalized) is 0.493. (4) The peptide sequence is LIGLRIVFAVLSIVNRVRQG. The MHC is HLA-DPA10201-DPB11401 with pseudo-sequence HLA-DPA10201-DPB11401. The binding affinity (normalized) is 0.213. (5) The peptide sequence is VNKMLAVLDTNILWV. The MHC is DRB1_1302 with pseudo-sequence DRB1_1302. The binding affinity (normalized) is 0.794. (6) The MHC is DRB4_0101 with pseudo-sequence DRB4_0103. The binding affinity (normalized) is 0.938. The peptide sequence is KYYLRLWAPELAKSQ. (7) The peptide sequence is DTISSYFVGKMYF. The MHC is H-2-IAd with pseudo-sequence H-2-IAd. The binding affinity (normalized) is 0.